From a dataset of Reaction yield outcomes from USPTO patents with 853,638 reactions. Predict the reaction yield, written as a fraction of the theoretical maximum amount of product (1.0 means a 100% yield; for example, 0.34 means a 34% yield). The reactants are [Cl:1][C:2]1[N:3]=[C:4]([N:11]2[CH2:16][CH2:15][O:14][CH2:13][CH2:12]2)[C:5]2[S:10][CH:9]=[CH:8][C:6]=2[N:7]=1.[Li]CCCC.CCCCCC.CN(C)[CH:30]=[O:31]. The catalyst is C1COCC1. The product is [Cl:1][C:2]1[N:3]=[C:4]([N:11]2[CH2:16][CH2:15][O:14][CH2:13][CH2:12]2)[C:5]2[S:10][C:9]([CH:30]=[O:31])=[CH:8][C:6]=2[N:7]=1. The yield is 0.770.